This data is from HIV replication inhibition screening data with 41,000+ compounds from the AIDS Antiviral Screen. The task is: Binary Classification. Given a drug SMILES string, predict its activity (active/inactive) in a high-throughput screening assay against a specified biological target. (1) The drug is CC1(C)N=C(C(Cl)=[N+]([O-])C(=O)c2ccc(Cl)cc2)C(C)(C)N1O. The result is 0 (inactive). (2) The drug is CCCCCCCCN(CCCCCCCC)N=Cc1c2c(O)c3c(O)c(C)c4c(c3c1O)C(=O)C(C)(OC=CC(OC)C(C)C(OC(C)=O)C(C)C(O)C(C)C(O)C(C)C=CC=C(C)C(=O)N2)O4. The result is 0 (inactive). (3) The compound is COc1ccc(C(C)=NNc2ccc([N+](=O)[O-])cc2[N+](=O)[O-])cc1. The result is 0 (inactive). (4) The molecule is CCc1ccccc1NC(=O)C(CC(=O)c1c(C)[n+]([O-])c2ccccc2[n+]1[O-])=NNS(=O)(=O)c1ccc(C)cc1. The result is 0 (inactive). (5) The compound is O=C1NC2=C(CCCCCC2=NO)C12CCCCCC2. The result is 0 (inactive). (6) The molecule is c1ccc(CCN(Cc2nc3ccccc3[nH]2)Cc2nc3ccccc3[nH]2)cc1. The result is 0 (inactive). (7) The drug is CCC(C)C(=O)c1c(O)c(CC=C(C)C)c2c3c(cc(=O)oc13)C(CC)O2. The result is 0 (inactive).